Dataset: Peptide-MHC class I binding affinity with 185,985 pairs from IEDB/IMGT. Task: Regression. Given a peptide amino acid sequence and an MHC pseudo amino acid sequence, predict their binding affinity value. This is MHC class I binding data. (1) The peptide sequence is LRKRLRLIHLL. The MHC is Mamu-B03 with pseudo-sequence Mamu-B03. The binding affinity (normalized) is 0.594. (2) The peptide sequence is SLLYLILFLL. The MHC is HLA-A02:01 with pseudo-sequence HLA-A02:01. The binding affinity (normalized) is 0.753.